Dataset: Retrosynthesis with 50K atom-mapped reactions and 10 reaction types from USPTO. Task: Predict the reactants needed to synthesize the given product. (1) Given the product Cc1ccccc1C(=O)Nc1ccc(C(=O)N2CCCC(N=[N+]=[N-])c3ccccc32)cc1, predict the reactants needed to synthesize it. The reactants are: Cc1ccccc1C(=O)Nc1ccc(C(=O)N2CCCC(Cl)c3ccccc32)cc1.[N-]=[N+]=[N-]. (2) Given the product Cc1ccc(CCCO)cc1Cl, predict the reactants needed to synthesize it. The reactants are: Cc1ccc(C#CCO)cc1Cl.